This data is from Peptide-MHC class I binding affinity with 185,985 pairs from IEDB/IMGT. The task is: Regression. Given a peptide amino acid sequence and an MHC pseudo amino acid sequence, predict their binding affinity value. This is MHC class I binding data. (1) The peptide sequence is YTFCRLNVK. The MHC is HLA-A03:01 with pseudo-sequence HLA-A03:01. The binding affinity (normalized) is 0.505. (2) The peptide sequence is NTDEIPELI. The binding affinity (normalized) is 0.0847. The MHC is HLA-A24:03 with pseudo-sequence HLA-A24:03. (3) The peptide sequence is IVHVDHECF. The MHC is HLA-A23:01 with pseudo-sequence HLA-A23:01. The binding affinity (normalized) is 0.0847. (4) The peptide sequence is CLRRFIIFL. The binding affinity (normalized) is 0.180. The MHC is HLA-A02:02 with pseudo-sequence HLA-A02:02. (5) The binding affinity (normalized) is 0. The MHC is HLA-A02:01 with pseudo-sequence HLA-A02:01. The peptide sequence is VAGLITGGR.